Regression. Given a peptide amino acid sequence and an MHC pseudo amino acid sequence, predict their binding affinity value. This is MHC class I binding data. From a dataset of Peptide-MHC class I binding affinity with 185,985 pairs from IEDB/IMGT. (1) The peptide sequence is LLTQSNAGF. The MHC is HLA-A03:01 with pseudo-sequence HLA-A03:01. The binding affinity (normalized) is 0.0847. (2) The peptide sequence is GIPENVIPTPI. The MHC is Mamu-A01 with pseudo-sequence Mamu-A01. The binding affinity (normalized) is 0.145. (3) The MHC is H-2-Kk with pseudo-sequence H-2-Kk. The binding affinity (normalized) is 0.221. The peptide sequence is AEALKEALAPV. (4) The peptide sequence is HPDIVIYQY. The MHC is HLA-A23:01 with pseudo-sequence HLA-A23:01. The binding affinity (normalized) is 0. (5) The peptide sequence is LPLKMLNIPSINVH. The MHC is HLA-A26:01 with pseudo-sequence HLA-A26:01. The binding affinity (normalized) is 0.0847. (6) The peptide sequence is FEWIEAKLSA. The MHC is HLA-B40:02 with pseudo-sequence HLA-B40:02. The binding affinity (normalized) is 0.636. (7) The peptide sequence is STDDCFANK. The MHC is HLA-A02:01 with pseudo-sequence HLA-A02:01. The binding affinity (normalized) is 0.0847. (8) The peptide sequence is HQTNPYPTGP. The MHC is Mamu-A2201 with pseudo-sequence Mamu-A2201. The binding affinity (normalized) is 0. (9) The peptide sequence is LTFDVFRPL. The MHC is HLA-A02:01 with pseudo-sequence HLA-A02:01. The binding affinity (normalized) is 0.390. (10) The peptide sequence is LSISFDLNSI. The MHC is H-2-Db with pseudo-sequence H-2-Db. The binding affinity (normalized) is 0.0209.